From a dataset of Catalyst prediction with 721,799 reactions and 888 catalyst types from USPTO. Predict which catalyst facilitates the given reaction. (1) Reactant: [C:1]12([C:7]3[C:8]([O:12][C:13]4[N:18]=[CH:17][C:16]([NH2:19])=[CH:15][CH:14]=4)=[CH:9][CH:10]=[CH:11][C:6]=3[O:5][CH2:4]1)[CH2:3][CH2:2]2.[CH3:20][C:21]([O:24][C:25]([NH:27][C@@:28]([C:32](O)=[O:33])([CH3:31])[CH2:29][CH3:30])=[O:26])([CH3:23])[CH3:22].CCN(C(C)C)C(C)C.CN(C(ON1N=NC2C=CC=NC1=2)=[N+](C)C)C.F[P-](F)(F)(F)(F)F.C([O-])(O)=O.[Na+]. Product: [CH3:31][C@:28]([NH:27][C:25](=[O:26])[O:24][C:21]([CH3:23])([CH3:22])[CH3:20])([C:32]([NH:19][C:16]1[CH:17]=[N:18][C:13]([O:12][C:8]2[C:7]3[C:1]4([CH2:4][O:5][C:6]=3[CH:11]=[CH:10][CH:9]=2)[CH2:3][CH2:2]4)=[CH:14][CH:15]=1)=[O:33])[CH2:29][CH3:30]. The catalyst class is: 9. (2) Product: [C:5]1([C:3]2[N:16]=[C:14]([CH2:13][C:11]#[N:12])[S:15][CH:2]=2)[CH:10]=[CH:9][CH:8]=[CH:7][CH:6]=1. The catalyst class is: 14. Reactant: Br[CH2:2][C:3]([C:5]1[CH:10]=[CH:9][CH:8]=[CH:7][CH:6]=1)=O.[C:11]([CH2:13][C:14]([NH2:16])=[S:15])#[N:12].N. (3) Reactant: [CH:1]1([C:4]2[N:5]=[CH:6][C:7]([C:15]([OH:17])=O)=[N:8][C:9]=2[O:10][CH2:11][CH:12]2[CH2:14][CH2:13]2)[CH2:3][CH2:2]1.C(OP(C#N)(OCC)=O)C.CCN(C(C)C)C(C)C.[CH:37]1([CH2:40][C@H:41]([NH2:48])[C:42]2[N:46]=[C:45]([CH3:47])[O:44][N:43]=2)[CH2:39][CH2:38]1. Product: [CH:37]1([CH2:40][C@H:41]([NH:48][C:15]([C:7]2[CH:6]=[N:5][C:4]([CH:1]3[CH2:2][CH2:3]3)=[C:9]([O:10][CH2:11][CH:12]3[CH2:13][CH2:14]3)[N:8]=2)=[O:17])[C:42]2[N:46]=[C:45]([CH3:47])[O:44][N:43]=2)[CH2:39][CH2:38]1. The catalyst class is: 57. (4) Reactant: C[O:2][C:3](=[O:25])[CH2:4][O:5][C:6]1[CH:15]=[CH:14][CH:13]=[C:12]2[C:7]=1[CH:8]=[C:9]([CH2:17][C:18]1[CH:23]=[CH:22][C:21]([Cl:24])=[CH:20][CH:19]=1)[C:10]([CH3:16])=[N:11]2.C(O)C.[OH-].[Li+]. Product: [Cl:24][C:21]1[CH:20]=[CH:19][C:18]([CH2:17][C:9]2[C:10]([CH3:16])=[N:11][C:12]3[C:7]([CH:8]=2)=[C:6]([O:5][CH2:4][C:3]([OH:25])=[O:2])[CH:15]=[CH:14][CH:13]=3)=[CH:23][CH:22]=1. The catalyst class is: 6. (5) Reactant: Cl[CH2:2][C:3]1[CH:8]=[CH:7][C:6]([C:9]([F:12])([F:11])[F:10])=[CH:5][C:4]=1[N+:13]([O-:15])=[O:14].[C:16]([O-:19])(=[O:18])[CH3:17].[Na+]. Product: [C:16]([O:19][CH2:2][C:3]1[CH:8]=[CH:7][C:6]([C:9]([F:12])([F:11])[F:10])=[CH:5][C:4]=1[N+:13]([O-:15])=[O:14])(=[O:18])[CH3:17]. The catalyst class is: 86. (6) Reactant: CCCCCC.C([Li])CCC.BrC1C=CC=C(C(OC)OC)C=1.C([O:31][C@@H:32]1[C@@H:38]([O:39]CC2C=CC=CC=2)[C@H:37]([O:47]CC2C=CC=CC=2)[C@@H:36]([CH2:55][O:56]CC2C=CC=CC=2)[O:35][C:33]1=[O:34])C1C=CC=CC=1.[Cl-].[NH4+]. Product: [OH:34][CH:33]1[O:35][C@H:36]([CH2:55][OH:56])[C@@H:37]([OH:47])[C@H:38]([OH:39])[C@H:32]1[OH:31]. The catalyst class is: 7. (7) Reactant: [F:1][C:2]([F:15])([F:14])[C:3]([N:5]1[CH2:10][CH2:9][N:8](C(O)=O)[CH2:7][CH2:6]1)=[O:4].FC(F)(F)C(O)=O. Product: [F:15][C:2]([F:1])([F:14])[C:3]([N:5]1[CH2:10][CH2:9][NH:8][CH2:7][CH2:6]1)=[O:4]. The catalyst class is: 2.